The task is: Predict the product of the given reaction.. This data is from Forward reaction prediction with 1.9M reactions from USPTO patents (1976-2016). (1) Given the reactants [CH:1]1([O:6][C:7]2[CH:12]=[C:11]([F:13])[CH:10]=[CH:9][C:8]=2[NH:14][C:15]2[C:16]3[C:23]([CH3:24])=[C:22]([C:25](O)=[O:26])[S:21][C:17]=3[N:18]=[CH:19][N:20]=2)[CH2:5][CH2:4][CH2:3][CH2:2]1.[NH3:28], predict the reaction product. The product is: [CH:1]1([O:6][C:7]2[CH:12]=[C:11]([F:13])[CH:10]=[CH:9][C:8]=2[NH:14][C:15]2[C:16]3[C:23]([CH3:24])=[C:22]([C:25]([NH2:28])=[O:26])[S:21][C:17]=3[N:18]=[CH:19][N:20]=2)[CH2:5][CH2:4][CH2:3][CH2:2]1. (2) Given the reactants [I:1][C:2]1[CH:3]=[C:4]2[C:8](=[CH:9][CH:10]=1)[NH:7][C:6](=[O:11])[C:5]2=[O:12].[N+:13]([CH3:16])([O-:15])=[O:14], predict the reaction product. The product is: [OH:12][C:5]1([CH2:16][N+:13]([O-:15])=[O:14])[C:4]2[C:8](=[CH:9][CH:10]=[C:2]([I:1])[CH:3]=2)[NH:7][C:6]1=[O:11]. (3) Given the reactants [CH3:1][C:2]12[CH2:13][NH:12][C:10]3[C:11]1=[C:6]([CH:7]=[CH:8][CH:9]=3)[NH:5][C:4](=[O:14])[CH2:3]2.[Br:15]N1C(=O)CCC1=O, predict the reaction product. The product is: [Br:15][C:7]1[C:6]2[NH:5][C:4](=[O:14])[CH2:3][C:2]3([CH3:1])[CH2:13][NH:12][C:10]([C:11]=23)=[CH:9][CH:8]=1. (4) Given the reactants C([N:8]([C:15]([O:17][C:18]([CH3:21])([CH3:20])[CH3:19])=[O:16])[CH2:9][CH2:10][NH:11][CH2:12][CH2:13][NH2:14])(OC(C)(C)C)=O.[Br:22][C:23]1[CH:28]=[CH:27][CH:26]=[C:25]([CH2:29]Br)[CH:24]=1.[C:31](=O)([O-])[O-].[K+].[K+].O, predict the reaction product. The product is: [Br:22][C:23]1[CH:24]=[C:25]([CH:26]=[CH:27][CH:28]=1)[CH2:29][N:11]([CH2:12][CH2:13][NH:14][CH3:31])[CH2:10][CH2:9][NH:8][C:15]([O:17][C:18]([CH3:19])([CH3:20])[CH3:21])=[O:16]. (5) The product is: [CH2:19]([NH:26][C:2]1[C:3](=[O:18])[N:4]([CH:15]([CH3:17])[CH3:16])[S:5](=[O:14])(=[O:13])[C:6]=1[C:7]1[CH:12]=[CH:11][CH:10]=[CH:9][CH:8]=1)[C:20]1[CH:25]=[CH:24][CH:23]=[CH:22][CH:21]=1. Given the reactants Cl[C:2]1[C:3](=[O:18])[N:4]([CH:15]([CH3:17])[CH3:16])[S:5](=[O:14])(=[O:13])[C:6]=1[C:7]1[CH:12]=[CH:11][CH:10]=[CH:9][CH:8]=1.[CH2:19]([NH2:26])[C:20]1[CH:25]=[CH:24][CH:23]=[CH:22][CH:21]=1, predict the reaction product. (6) Given the reactants C(OC(=O)[NH:7][C:8]([CH3:19])([C:13]1[N:17]=[C:16]([CH3:18])[O:15][N:14]=1)[CH2:9][CH:10]1[CH2:12][CH2:11]1)(C)(C)C.[ClH:21], predict the reaction product. The product is: [ClH:21].[CH:10]1([CH2:9][C:8]([NH2:7])([CH3:19])[C:13]2[N:17]=[C:16]([CH3:18])[O:15][N:14]=2)[CH2:12][CH2:11]1.